From a dataset of Peptide-MHC class I binding affinity with 185,985 pairs from IEDB/IMGT. Regression. Given a peptide amino acid sequence and an MHC pseudo amino acid sequence, predict their binding affinity value. This is MHC class I binding data. The peptide sequence is FLPSDYFPSP. The MHC is HLA-A02:07 with pseudo-sequence HLA-A02:07. The binding affinity (normalized) is 0.285.